Regression. Given a peptide amino acid sequence and an MHC pseudo amino acid sequence, predict their binding affinity value. This is MHC class I binding data. From a dataset of Peptide-MHC class I binding affinity with 185,985 pairs from IEDB/IMGT. (1) The peptide sequence is QGVGGPGQK. The MHC is Mamu-B8301 with pseudo-sequence Mamu-B8301. The binding affinity (normalized) is 0.318. (2) The peptide sequence is MPMKGRFPI. The MHC is HLA-A32:15 with pseudo-sequence YFAMYRNNVAHTDESIAYIMYQDYTWAVLAYTWY. The binding affinity (normalized) is 0.474. (3) The peptide sequence is AMQDPNPEV. The MHC is HLA-B44:02 with pseudo-sequence HLA-B44:02. The binding affinity (normalized) is 0.0847. (4) The peptide sequence is AEWDRVHPV. The MHC is HLA-A30:02 with pseudo-sequence HLA-A30:02. The binding affinity (normalized) is 0. (5) The peptide sequence is KMLMTGTLAV. The MHC is HLA-A02:06 with pseudo-sequence HLA-A02:06. The binding affinity (normalized) is 0.643.